From a dataset of Peptide-MHC class II binding affinity with 134,281 pairs from IEDB. Regression. Given a peptide amino acid sequence and an MHC pseudo amino acid sequence, predict their binding affinity value. This is MHC class II binding data. The binding affinity (normalized) is 0.221. The peptide sequence is STNIRQAGVQYSR. The MHC is DRB1_1302 with pseudo-sequence DRB1_1302.